The task is: Predict which catalyst facilitates the given reaction.. This data is from Catalyst prediction with 721,799 reactions and 888 catalyst types from USPTO. (1) Reactant: [C:1]([NH:4][NH:5][C:6]([C:8]1[C:9]([NH2:36])=[N:10][CH:11]=[N:12][C:13]=1[NH:14][C@H:15]([C:18]1[N:27]([C:28]2[CH:33]=[CH:32][CH:31]=[CH:30][CH:29]=2)[C:26](=[O:34])[C:25]2[C:20](=[CH:21][CH:22]=[CH:23][C:24]=2[Cl:35])[N:19]=1)[CH2:16][CH3:17])=[O:7])(=O)[CH3:2].CC[N+](S(N=C(OC)[O-])(=O)=O)(CC)CC. Product: [NH2:36][C:9]1[N:10]=[CH:11][N:12]=[C:13]([NH:14][C@H:15]([C:18]2[N:27]([C:28]3[CH:29]=[CH:30][CH:31]=[CH:32][CH:33]=3)[C:26](=[O:34])[C:25]3[C:20](=[CH:21][CH:22]=[CH:23][C:24]=3[Cl:35])[N:19]=2)[CH2:16][CH3:17])[C:8]=1[C:6]1[O:7][C:1]([CH3:2])=[N:4][N:5]=1. The catalyst class is: 1. (2) Reactant: [CH3:1][C:2]1[C:6]([C:7]([OH:9])=[O:8])=[CH:5][NH:4][N:3]=1.[O:10]1[CH:15]=[CH:14][CH2:13][CH2:12][CH2:11]1.C1(C)C=CC(S(O)(=O)=O)=CC=1. Product: [CH3:1][C:2]1[C:6]([C:7]([OH:9])=[O:8])=[CH:5][N:4]([CH:11]2[CH2:12][CH2:13][CH2:14][CH2:15][O:10]2)[N:3]=1. The catalyst class is: 399. (3) Reactant: [NH2:1][C:2]1[CH:17]=[CH:16][CH:15]=[C:14]([Cl:18])[C:3]=1[C:4]([NH:6][C:7]1[CH:12]=[CH:11][CH:10]=[CH:9][C:8]=1[CH3:13])=[O:5].[CH3:19][CH2:20][C@H:21]([NH:25][C:26]([O:28][C:29]([CH3:32])([CH3:31])[CH3:30])=[O:27])[C:22](O)=[O:23].CCN(C(C)C)C(C)C.CN(C(ON1N=NC2C=CC=NC1=2)=[N+](C)C)C.F[P-](F)(F)(F)(F)F. Product: [C:29]([O:28][C:26](=[O:27])[NH:25][C@@H:21]([CH2:20][CH3:19])[C:22]([NH:1][C:2]1[CH:17]=[CH:16][CH:15]=[C:14]([Cl:18])[C:3]=1[C:4](=[O:5])[NH:6][C:7]1[CH:12]=[CH:11][CH:10]=[CH:9][C:8]=1[CH3:13])=[O:23])([CH3:32])([CH3:31])[CH3:30]. The catalyst class is: 2. (4) Reactant: [C:1]([O:5][C:6]([N:8]1[CH2:13][CH2:12][NH:11][C:10](=O)[CH2:9]1)=[O:7])([CH3:4])([CH3:3])[CH3:2].[Li+].C[Si]([N-][Si](C)(C)C)(C)C.CCCCCC.Br[CH2:32][C:33]1[C:34]([C:61]2[CH:66]=[CH:65][CH:64]=[CH:63][CH:62]=2)=[N:35][C:36]2[C:41]([C:42]=1[C:43]([N:45](C(OC)=O)[N:46]([C:51]1[CH:56]=[CH:55][CH:54]=[CH:53][CH:52]=1)[C:47]([O:49][CH3:50])=[O:48])=[O:44])=[CH:40][CH:39]=[CH:38][CH:37]=2.C1C[O:70]CC1. Product: [C:1]([O:5][C:6]([N:8]1[CH2:13][CH2:12][N:11]([CH2:32][C:33]2[C:34]([C:61]3[CH:66]=[CH:65][CH:64]=[CH:63][CH:62]=3)=[N:35][C:36]3[C:41]([C:42]=2[C:43]([NH:45][N:46]([C:47]([O:49][CH3:50])=[O:48])[C:51]2[CH:56]=[CH:55][CH:54]=[CH:53][CH:52]=2)=[O:44])=[CH:40][CH:39]=[CH:38][CH:37]=3)[CH2:10][C:9]1=[O:70])=[O:7])([CH3:4])([CH3:3])[CH3:2]. The catalyst class is: 15. (5) Reactant: [CH2:1]([CH:8]1[CH2:13][CH2:12][N:11]([C:14](=[O:18])[CH:15](Br)[CH3:16])[CH2:10][CH2:9]1)[C:2]1[CH:7]=[CH:6][CH:5]=[CH:4][CH:3]=1.[NH2:19][C:20]1[CH:29]=[CH:28][C:23]2[NH:24][C:25](=[O:27])[O:26][C:22]=2[CH:21]=1.C(=O)([O-])[O-].[K+].[K+]. Product: [CH2:1]([CH:8]1[CH2:13][CH2:12][N:11]([C:14](=[O:18])[CH:15]([NH:19][C:20]2[CH:29]=[CH:28][C:23]3[NH:24][C:25](=[O:27])[O:26][C:22]=3[CH:21]=2)[CH3:16])[CH2:10][CH2:9]1)[C:2]1[CH:7]=[CH:6][CH:5]=[CH:4][CH:3]=1. The catalyst class is: 9. (6) Reactant: Cl.CN.[CH3:4][O:5][C:6]1[CH:7]=[C:8]([O:24][C:25]2[CH:30]=[CH:29][C:28]([S:31]([CH3:34])(=[O:33])=[O:32])=[CH:27][CH:26]=2)[CH:9]=[C:10]2[C:14]=1[NH:13][C:12]([C:15]1[S:16][CH:17]([CH2:20][C:21](O)=[O:22])[CH2:18][N:19]=1)=[CH:11]2.O[N:36]1[C:40]2C=CC=CC=2N=N1.Cl.C(N=C=NCCCN(C)C)C. Product: [CH3:4][O:5][C:6]1[CH:7]=[C:8]([O:24][C:25]2[CH:30]=[CH:29][C:28]([S:31]([CH3:34])(=[O:32])=[O:33])=[CH:27][CH:26]=2)[CH:9]=[C:10]2[C:14]=1[NH:13][C:12]([C:15]1[S:16][CH:17]([CH2:20][C:21]([NH:36][CH3:40])=[O:22])[CH2:18][N:19]=1)=[CH:11]2. The catalyst class is: 289.